From a dataset of Experimentally validated miRNA-target interactions with 360,000+ pairs, plus equal number of negative samples. Binary Classification. Given a miRNA mature sequence and a target amino acid sequence, predict their likelihood of interaction. The miRNA is mmu-miR-471-3p with sequence UGAAAGGUGCCAUACUAUGUAU. The protein sequence of the target gene is MRLKVGFQGGGCFRKDALCLEGGVSARWARAPHSAPLRPPRELHAAPPPATPTQTVVRPAGFPRRTRLMVRSAPPTQRPPTGSGCVSGLWRKGLGLRPQTLLRVGSVVLSSAPALRPRLGPCLRPPPSD. Result: 0 (no interaction).